Dataset: Forward reaction prediction with 1.9M reactions from USPTO patents (1976-2016). Task: Predict the product of the given reaction. (1) The product is: [CH:39]1[CH:40]=[CH:41][C:36]([C:31]2[CH:32]=[CH:33][C:28]([CH2:27][C@H:15]([NH2:14])[C:16]([OH:17])=[O:46])=[CH:29][CH:30]=2)=[CH:37][CH:38]=1. Given the reactants C(=[N:14][CH:15]([CH2:27][C:28]1[CH:33]=[CH:32][C:31](Br)=[CH:30][C:29]=1Cl)[C:16](N1CC2C(=CC=CC=2)C1)=[O:17])(C1C=CC=CC=1)C1C=CC=CC=1.[C:36]1(B(O)O)[CH:41]=[CH:40][CH:39]=[CH:38][CH:37]=1.C(=O)([O-])[O-:46].[Na+].[Na+], predict the reaction product. (2) Given the reactants FC(F)(F)C(O)=O.[CH:8]([N:11]1[C:15]([C:16]2[N:25]=[C:24]3[N:18]([CH2:19][CH2:20][O:21][C:22]4[CH:29]=[C:28]([CH:30]5[CH2:35][CH2:34][NH:33][CH2:32][CH2:31]5)[CH:27]=[CH:26][C:23]=43)[CH:17]=2)=[N:14][CH:13]=[N:12]1)([CH3:10])[CH3:9].C(=O)([O-])[O-].[K+].[K+].Cl[CH2:43][C:44]([N:46]([CH3:48])[CH3:47])=[O:45], predict the reaction product. The product is: [CH:8]([N:11]1[C:15]([C:16]2[N:25]=[C:24]3[C:23]4[CH:26]=[CH:27][C:28]([CH:30]5[CH2:35][CH2:34][N:33]([CH2:43][C:44]([N:46]([CH3:48])[CH3:47])=[O:45])[CH2:32][CH2:31]5)=[CH:29][C:22]=4[O:21][CH2:20][CH2:19][N:18]3[CH:17]=2)=[N:14][CH:13]=[N:12]1)([CH3:10])[CH3:9].